This data is from Catalyst prediction with 721,799 reactions and 888 catalyst types from USPTO. The task is: Predict which catalyst facilitates the given reaction. (1) Reactant: COP([O-])(OC)=O.[C:8]1([I+:14][C:15]2[CH:20]=[CH:19][CH:18]=[CH:17][CH:16]=2)[CH:13]=[CH:12][CH:11]=[CH:10][CH:9]=1.[C:21]12([CH2:31][S:32]([OH:35])(=[O:34])=[O:33])[C:28]([CH3:30])([CH3:29])[CH:25]([CH2:26][CH2:27]1)[CH2:24][C:22]2=[O:23].N. Product: [C:21]12([CH2:31][S:32]([O-:35])(=[O:33])=[O:34])[C:28]([CH3:30])([CH3:29])[CH:25]([CH2:26][CH2:27]1)[CH2:24][C:22]2=[O:23].[C:15]1([I+:14][C:8]2[CH:9]=[CH:10][CH:11]=[CH:12][CH:13]=2)[CH:16]=[CH:17][CH:18]=[CH:19][CH:20]=1. The catalyst class is: 2. (2) Product: [Br:35][C:24]1[CH:23]=[C:22]([CH:27]=[CH:26][C:25]=1[C:28]([F:34])([F:33])[P:29]([OH:32])([OH:31])=[O:30])[CH2:21][N:8]1[C:9]([C:11]2[CH:12]=[CH:13][C:14]([C:17]([OH:19])=[O:18])=[CH:15][CH:16]=2)=[CH:10][NH:6][C:7]1=[O:36]. Reactant: C(OC([N:6]1[CH:10]=[C:9]([C:11]2[CH:16]=[CH:15][C:14]([C:17]([O:19]C)=[O:18])=[CH:13][CH:12]=2)[N:8]([CH2:21][C:22]2[CH:27]=[CH:26][C:25]([C:28]([F:34])([F:33])[P:29]([OH:32])([OH:31])=[O:30])=[C:24]([Br:35])[CH:23]=2)[C:7]1=[O:36])=O)C.Cl. The catalyst class is: 74. (3) Reactant: [Br:1][CH:2]([CH2:6][CH:7]([CH2:12][CH3:13])[CH2:8][CH2:9][CH2:10][CH3:11])[C:3](Cl)=[O:4].C([O-])(O)=[O:15].[Na+]. Product: [Br:1][CH:2]([CH2:6][CH:7]([CH2:12][CH3:13])[CH2:8][CH2:9][CH2:10][CH3:11])[C:3]([OH:15])=[O:4]. The catalyst class is: 21. (4) The catalyst class is: 232. Reactant: C([O-])(O)=O.[Na+].[NH:6]1[CH2:11][CH2:10][CH:9]([CH2:12][CH2:13][CH2:14][OH:15])[CH2:8][CH2:7]1.Br[C:17]#[N:18]. Product: [OH:15][CH2:14][CH2:13][CH2:12][CH:9]1[CH2:10][CH2:11][N:6]([C:17]#[N:18])[CH2:7][CH2:8]1. (5) Reactant: [CH2:1]([O:8][C:9]1[C:14]([N:15]([CH2:20][CH3:21])[S:16]([CH3:19])(=[O:18])=[O:17])=[CH:13][N:12]2[N:22]=[C:23]([C:30]3[CH:35]=[CH:34][C:33]([F:36])=[CH:32][CH:31]=3)[C:24]([C:25]([O:27]CC)=[O:26])=[C:11]2[CH:10]=1)[C:2]1[CH:7]=[CH:6][CH:5]=[CH:4][CH:3]=1.[OH-].[Na+].O. Product: [CH2:1]([O:8][C:9]1[C:14]([N:15]([CH2:20][CH3:21])[S:16]([CH3:19])(=[O:18])=[O:17])=[CH:13][N:12]2[N:22]=[C:23]([C:30]3[CH:31]=[CH:32][C:33]([F:36])=[CH:34][CH:35]=3)[C:24]([C:25]([OH:27])=[O:26])=[C:11]2[CH:10]=1)[C:2]1[CH:7]=[CH:6][CH:5]=[CH:4][CH:3]=1. The catalyst class is: 8. (6) Product: [Cl:33][C:30]1[CH:31]=[CH:32][C:8]2[N:7]3[C:1]([CH3:2])=[N:4][N:5]=[C:6]3[C@@H:12]([CH2:13][C:14]([O:16][CH2:17][CH3:18])=[O:15])[O:11][C@H:10]([C:19]3[CH:24]=[CH:23][CH:22]=[C:21]([O:25][CH3:26])[C:20]=3[O:27][CH3:28])[C:9]=2[CH:29]=1. The catalyst class is: 15. Reactant: [C:1]([NH:4][N:5]=[C:6]1[C@@H:12]([CH2:13][C:14]([O:16][CH2:17][CH3:18])=[O:15])[O:11][C@H:10]([C:19]2[CH:24]=[CH:23][CH:22]=[C:21]([O:25][CH3:26])[C:20]=2[O:27][CH3:28])[C:9]2[CH:29]=[C:30]([Cl:33])[CH:31]=[CH:32][C:8]=2[NH:7]1)(=O)[CH3:2]. (7) Reactant: [CH3:1][C:2]1[CH:7]=[CH:6][N:5]=[CH:4][N:3]=1.[O:8]1[CH:12]=[CH:11][CH:10]=[C:9]1[C:13](OCC)=[O:14].C[Si]([N-][Si](C)(C)C)(C)C.[Li+]. The catalyst class is: 1. Product: [O:8]1[CH:12]=[CH:11][CH:10]=[C:9]1[C:13](=[O:14])[CH2:1][C:2]1[CH:7]=[CH:6][N:5]=[CH:4][N:3]=1. (8) Reactant: [Cl:1][C:2]1[CH:7]=[CH:6][C:5]([C:8]([N:13]2[C:21]3[C:16](=[C:17]([NH:22][C:23](=[O:29])[O:24][C:25]([CH3:28])([CH3:27])[CH3:26])[CH:18]=[CH:19][CH:20]=3)[CH:15]=[CH:14]2)([CH2:11][CH3:12])[CH:9]=O)=[CH:4][CH:3]=1.[C:30]([O-])([O-])=O.[K+].[K+].[N+](=C(P(=O)(OC)OC)C(=O)C)=[N-]. Product: [Cl:1][C:2]1[CH:7]=[CH:6][C:5]([C:8]([N:13]2[C:21]3[C:16](=[C:17]([NH:22][C:23](=[O:29])[O:24][C:25]([CH3:28])([CH3:27])[CH3:26])[CH:18]=[CH:19][CH:20]=3)[CH:15]=[CH:14]2)([CH2:11][CH3:12])[C:9]#[CH:30])=[CH:4][CH:3]=1. The catalyst class is: 5.